This data is from Full USPTO retrosynthesis dataset with 1.9M reactions from patents (1976-2016). The task is: Predict the reactants needed to synthesize the given product. (1) Given the product [Cl:15][C:16]1[S:47][C:19]2[C:20]3([CH2:30][CH2:29][N:28]([CH2:31][C:32]4[C:33]([CH3:46])=[N:34][N:35]([C:37]5[C:42]([F:43])=[CH:41][CH:40]=[CH:39][C:38]=5[CH2:44][N:52]5[C:48](=[O:58])[C:49]6[C:50](=[CH:54][CH:55]=[CH:56][CH:57]=6)[C:51]5=[O:53])[CH:36]=4)[CH2:27][CH2:26]3)[O:21][CH2:22][C:23]([F:24])([F:25])[C:18]=2[CH:17]=1, predict the reactants needed to synthesize it. The reactants are: N(C(OC(C)C)=O)=NC(OC(C)C)=O.[Cl:15][C:16]1[S:47][C:19]2[C:20]3([CH2:30][CH2:29][N:28]([CH2:31][C:32]4[C:33]([CH3:46])=[N:34][N:35]([C:37]5[C:42]([F:43])=[CH:41][CH:40]=[CH:39][C:38]=5[CH2:44]O)[CH:36]=4)[CH2:27][CH2:26]3)[O:21][CH2:22][C:23]([F:25])([F:24])[C:18]=2[CH:17]=1.[C:48]1(=[O:58])[NH:52][C:51](=[O:53])[C:50]2=[CH:54][CH:55]=[CH:56][CH:57]=[C:49]12.C1(P(C2C=CC=CC=2)C2C=CC=CC=2)C=CC=CC=1. (2) The reactants are: [NH2:1][CH2:2][CH:3]1[N:12]2[C:7](=[CH:8][C:9](=[O:18])[C:10]([C:13]([O:15][CH2:16][CH3:17])=[O:14])=[CH:11]2)[C:6]2[CH:19]=[C:20]([O:26][CH2:27][CH3:28])[C:21]([O:23][CH2:24][CH3:25])=[CH:22][C:5]=2[CH2:4]1.C(N(CC)CC)C.[CH3:36][S:37](Cl)(=[O:39])=[O:38]. Given the product [CH2:24]([O:23][C:21]1[C:20]([O:26][CH2:27][CH3:28])=[CH:19][C:6]2[C:7]3[N:12]([CH:3]([CH2:2][NH:1][S:37]([CH3:36])(=[O:39])=[O:38])[CH2:4][C:5]=2[CH:22]=1)[CH:11]=[C:10]([C:13]([O:15][CH2:16][CH3:17])=[O:14])[C:9](=[O:18])[CH:8]=3)[CH3:25], predict the reactants needed to synthesize it. (3) The reactants are: [C:1]([C:3]([C:6]1[CH:7]=[C:8]([CH:29]=[CH:30][CH:31]=1)[C:9]([NH:11][C:12]1[CH:17]=[CH:16][C:15]([CH3:18])=[C:14]([O:19][C:20]2[CH:25]=[CH:24][C:23]([N+:26]([O-])=O)=[CH:22][CH:21]=2)[CH:13]=1)=[O:10])([CH3:5])[CH3:4])#[N:2]. Given the product [NH2:26][C:23]1[CH:22]=[CH:21][C:20]([O:19][C:14]2[CH:13]=[C:12]([NH:11][C:9](=[O:10])[C:8]3[CH:29]=[CH:30][CH:31]=[C:6]([C:3]([C:1]#[N:2])([CH3:5])[CH3:4])[CH:7]=3)[CH:17]=[CH:16][C:15]=2[CH3:18])=[CH:25][CH:24]=1, predict the reactants needed to synthesize it.